This data is from Forward reaction prediction with 1.9M reactions from USPTO patents (1976-2016). The task is: Predict the product of the given reaction. (1) Given the reactants Br[C:2]1[CH:18]=[C:17]([CH3:19])[C:5]([O:6][Si:7]([CH:14]([CH3:16])[CH3:15])([CH:11]([CH3:13])[CH3:12])[CH:8]([CH3:10])[CH3:9])=[C:4]([CH3:20])[CH:3]=1.[Li]CCCC.[CH3:26][S:27]SC, predict the reaction product. The product is: [CH3:19][C:17]1[CH:18]=[C:2]([S:27][CH3:26])[CH:3]=[C:4]([CH3:20])[C:5]=1[O:6][Si:7]([CH:14]([CH3:16])[CH3:15])([CH:11]([CH3:13])[CH3:12])[CH:8]([CH3:10])[CH3:9]. (2) Given the reactants Br[C:2]1[CH:7]=[CH:6][CH:5]=[CH:4][C:3]=1[CH:8]([C:10]1[CH:15]=[CH:14][C:13]([N:16]([CH3:18])[CH3:17])=[CH:12][CH:11]=1)[OH:9].[Li]CCCC.[SiH:24](Cl)([CH2:27][CH3:28])[CH2:25][CH3:26], predict the reaction product. The product is: [CH2:25]([Si:24]1([CH2:27][CH3:28])[C:2]2[CH:7]=[CH:6][CH:5]=[CH:4][C:3]=2[CH:8]([C:10]2[CH:15]=[CH:14][C:13]([N:16]([CH3:18])[CH3:17])=[CH:12][CH:11]=2)[O:9]1)[CH3:26]. (3) Given the reactants [C:1]([O:4][C:5](=[CH:11][C:12]1[N:13]=[CH:14][N:15]2[C:24]3[C:19](=[CH:20][CH:21]=[CH:22][CH:23]=3)[CH2:18][CH2:17][C:16]=12)[C:6]([O:8][CH2:9][CH3:10])=[O:7])(=[O:3])[CH3:2], predict the reaction product. The product is: [C:1]([O:4][CH:5]([CH2:11][C:12]1[N:13]=[CH:14][N:15]2[C:24]3[C:19](=[CH:20][CH:21]=[CH:22][CH:23]=3)[CH2:18][CH2:17][C:16]=12)[C:6]([O:8][CH2:9][CH3:10])=[O:7])(=[O:3])[CH3:2]. (4) Given the reactants [Cl-].[Al+3].[Cl-].[Cl-].CN(C)C1C=CC=CC=1.C([O:21][C:22]1[CH:27]=[CH:26][C:25](/[CH:28]=[CH:29]/[C:30]2[CH:35]=[C:34]([O:36]CC3C=CC=CC=3)[CH:33]=[C:32]([O:44]CC3C=CC=CC=3)[CH:31]=2)=[CH:24][CH:23]=1)C1C=CC=CC=1, predict the reaction product. The product is: [OH:36][C:34]1[CH:35]=[C:30](/[CH:29]=[CH:28]/[C:25]2[CH:26]=[CH:27][C:22]([OH:21])=[CH:23][CH:24]=2)[CH:31]=[C:32]([OH:44])[CH:33]=1.